This data is from Full USPTO retrosynthesis dataset with 1.9M reactions from patents (1976-2016). The task is: Predict the reactants needed to synthesize the given product. (1) Given the product [I:14][C:6]1[CH:5]=[C:4]([N+:11]([O-:13])=[O:12])[C:3]([O:2][CH3:1])=[CH:8][C:7]=1[O:9][CH3:10], predict the reactants needed to synthesize it. The reactants are: [CH3:1][O:2][C:3]1[CH:8]=[C:7]([O:9][CH3:10])[CH:6]=[CH:5][C:4]=1[N+:11]([O-:13])=[O:12].[I:14](Cl)(=O)=O.I(Cl)(=O)=O.C([N+](C)(C)C)C1C=CC=CC=1. (2) The reactants are: C(OC([N:11]1[CH2:16][CH2:15][C:14]([O:19][CH3:20])([O:17][CH3:18])[CH2:13][CH:12]1[C:21]1[CH:26]=[CH:25][C:24]([F:27])=[CH:23][C:22]=1[CH3:28])=O)C1C=CC=CC=1. Given the product [F:27][C:24]1[CH:25]=[CH:26][C:21]([CH:12]2[CH2:13][C:14]([O:19][CH3:20])([O:17][CH3:18])[CH2:15][CH2:16][NH:11]2)=[C:22]([CH3:28])[CH:23]=1, predict the reactants needed to synthesize it.